Dataset: Forward reaction prediction with 1.9M reactions from USPTO patents (1976-2016). Task: Predict the product of the given reaction. (1) Given the reactants [NH:1]1[CH2:4][CH:3]([C:5]2[N:13]3[C:8]([C:9]([NH2:14])=[N:10][CH:11]=[N:12]3)=[C:7]([C:15]3[CH:16]=[CH:17][C:18]4[C:22]([CH:23]=3)=[N:21][N:20]([CH2:24][C:25]3[CH:30]=[CH:29][CH:28]=[CH:27][CH:26]=3)[CH:19]=4)[CH:6]=2)[CH2:2]1.[CH3:31][N:32]([CH3:37])[CH2:33][C:34](O)=[O:35].CCN=C=NCCCN(C)C.Cl.C1C=CC2N(O)N=NC=2C=1.C(N(CC)C(C)C)(C)C, predict the reaction product. The product is: [CH2:24]([N:20]1[CH:19]=[C:18]2[C:22]([CH:23]=[C:15]([C:7]3[CH:6]=[C:5]([CH:3]4[CH2:4][N:1]([C:34](=[O:35])[CH2:33][N:32]([CH3:37])[CH3:31])[CH2:2]4)[N:13]4[C:8]=3[C:9]([NH2:14])=[N:10][CH:11]=[N:12]4)[CH:16]=[CH:17]2)=[N:21]1)[C:25]1[CH:26]=[CH:27][CH:28]=[CH:29][CH:30]=1. (2) Given the reactants [CH3:1][N:2]([CH:25]1CCN(C)[CH2:27][CH2:26]1)[C:3]([N:5]1[CH:9]([C:10]2[CH:15]=[CH:14][CH:13]=[CH:12][CH:11]=2)[CH:8]2[CH2:16][O:17][C:18]3[CH:19]=[CH:20][C:21]([F:24])=[CH:22][C:23]=3[C:7]2=[N:6]1)=[O:4].[CH3:32]NCC(C)C, predict the reaction product. The product is: [CH2:25]([N:2]([CH3:1])[C:3]([N:5]1[CH:9]([C:10]2[CH:15]=[CH:14][CH:13]=[CH:12][CH:11]=2)[CH:8]2[CH2:16][O:17][C:18]3[CH:19]=[CH:20][C:21]([F:24])=[CH:22][C:23]=3[C:7]2=[N:6]1)=[O:4])[CH:26]([CH3:27])[CH3:32]. (3) Given the reactants [OH:1][C:2]([CH3:27])([CH3:26])[CH2:3][N:4]1[CH2:9][CH2:8][CH:7]([C@H:10]([N:12]2[C:20]3[C:15](=[CH:16][CH:17]=[CH:18][CH:19]=3)[C:14]([C:21]([O:23][CH3:24])=[O:22])=[C:13]2[CH3:25])[CH3:11])[CH2:6][CH2:5]1.[H-].[Na+].I[CH3:31].O, predict the reaction product. The product is: [CH3:31][O:1][C:2]([CH3:26])([CH3:27])[CH2:3][N:4]1[CH2:5][CH2:6][CH:7]([C@H:10]([N:12]2[C:20]3[C:15](=[CH:16][CH:17]=[CH:18][CH:19]=3)[C:14]([C:21]([O:23][CH3:24])=[O:22])=[C:13]2[CH3:25])[CH3:11])[CH2:8][CH2:9]1. (4) Given the reactants P(C(C)(C)C)(C(C)(C)C)C(C)(C)C.[CH3:14][N:15]([CH3:19])[CH2:16][C:17]#[CH:18].N(C(C)C)C(C)C.[N+:27]([C:30]1[CH:31]=[CH:32][C:33](Br)=[C:34]([C:36]([F:39])([F:38])[F:37])[CH:35]=1)([O-:29])=[O:28], predict the reaction product. The product is: [CH3:14][N:15]([CH3:19])[CH2:16][C:17]#[C:18][C:33]1[CH:32]=[CH:31][C:30]([N+:27]([O-:29])=[O:28])=[CH:35][C:34]=1[C:36]([F:37])([F:38])[F:39]. (5) Given the reactants CO.Cl.Cl.Cl.[S:6]([C:10]1[CH:35]=[CH:34][C:13]([CH2:14][NH:15][C:16]([NH:18][C:19]([NH:21][CH2:22][CH2:23][CH2:24][CH2:25][CH2:26][CH2:27][CH2:28][CH2:29][CH2:30][CH2:31][CH2:32][CH3:33])=[NH:20])=[NH:17])=[CH:12][CH:11]=1)(=[O:9])(=[O:8])[NH2:7].[CH3:36][C:37]([CH3:39])=O, predict the reaction product. The product is: [CH3:36][C:37]1([CH3:39])[N:17]=[C:16]([NH:15][CH2:14][C:13]2[CH:12]=[CH:11][C:10]([S:6](=[O:8])(=[O:9])[NH2:7])=[CH:35][CH:34]=2)[NH:18][C:19]([NH:21][CH2:22][CH2:23][CH2:24][CH2:25][CH2:26][CH2:27][CH2:28][CH2:29][CH2:30][CH2:31][CH2:32][CH3:33])=[N:20]1. (6) Given the reactants [CH:1]([C:4]1[CH:9]=[CH:8][C:7]([NH:10][CH2:11][C:12]2[CH:17]=[CH:16][C:15]([O:18][CH2:19][C:20]([F:23])([F:22])[F:21])=[CH:14][CH:13]=2)=[CH:6][CH:5]=1)([CH3:3])[CH3:2].[CH:24]([C:27]1[CH:32]=[CH:31][CH:30]=[C:29]([CH:33]([CH3:35])[CH3:34])[C:28]=1[N:36]=[C:37]=[O:38])([CH3:26])[CH3:25], predict the reaction product. The product is: [CH:24]([C:27]1[CH:32]=[CH:31][CH:30]=[C:29]([CH:33]([CH3:34])[CH3:35])[C:28]=1[NH:36][C:37](=[O:38])[N:10]([C:7]1[CH:8]=[CH:9][C:4]([CH:1]([CH3:3])[CH3:2])=[CH:5][CH:6]=1)[CH2:11][C:12]1[CH:17]=[CH:16][C:15]([O:18][CH2:19][C:20]([F:21])([F:22])[F:23])=[CH:14][CH:13]=1)([CH3:25])[CH3:26].